This data is from Forward reaction prediction with 1.9M reactions from USPTO patents (1976-2016). The task is: Predict the product of the given reaction. (1) Given the reactants [CH3:1][C:2]1[N:6]=[C:5]([N:7]2[CH2:12][CH2:11][C:10](=O)[CH2:9][CH2:8]2)[S:4][N:3]=1.[F:14][C:15]1[CH:20]=[CH:19][C:18]([CH:21]2[N:26]3[N:27]=[C:28]([NH2:30])[N:29]=[C:25]3[CH2:24][CH2:23][CH2:22]2)=[CH:17][CH:16]=1.NC1C=CC=C(Br)N=1, predict the reaction product. The product is: [F:14][C:15]1[CH:20]=[CH:19][C:18]([CH:21]2[N:26]3[N:27]=[C:28]([NH:30][CH:10]4[CH2:11][CH2:12][N:7]([C:5]5[S:4][N:3]=[C:2]([CH3:1])[N:6]=5)[CH2:8][CH2:9]4)[N:29]=[C:25]3[CH2:24][CH2:23][CH2:22]2)=[CH:17][CH:16]=1. (2) Given the reactants [CH2:1]([O:8][C:9]1[CH:24]=[C:23]([N:25]([CH2:41][C:42]2[CH:47]=[CH:46][C:45](Br)=[CH:44][CH:43]=2)[C:26](=[O:40])[CH2:27][N:28]([CH3:39])[S:29]([C:32]2[CH:37]=[CH:36][C:35]([CH3:38])=[CH:34][CH:33]=2)(=[O:31])=[O:30])[CH:22]=[CH:21][C:10]=1[C:11]([O:13][CH2:14][C:15]1[CH:20]=[CH:19][CH:18]=[CH:17][CH:16]=1)=[O:12])[C:2]1[CH:7]=[CH:6][CH:5]=[CH:4][CH:3]=1.[C:49]([C:52]1[CH:53]=[C:54](B(O)O)[CH:55]=[CH:56][CH:57]=1)(=[O:51])[NH2:50], predict the reaction product. The product is: [CH2:1]([O:8][C:9]1[CH:24]=[C:23]([N:25]([CH2:41][C:42]2[CH:47]=[CH:46][C:45]([C:56]3[CH:55]=[CH:54][CH:53]=[C:52]([C:49](=[O:51])[NH2:50])[CH:57]=3)=[CH:44][CH:43]=2)[C:26](=[O:40])[CH2:27][N:28]([CH3:39])[S:29]([C:32]2[CH:37]=[CH:36][C:35]([CH3:38])=[CH:34][CH:33]=2)(=[O:31])=[O:30])[CH:22]=[CH:21][C:10]=1[C:11]([O:13][CH2:14][C:15]1[CH:20]=[CH:19][CH:18]=[CH:17][CH:16]=1)=[O:12])[C:2]1[CH:7]=[CH:6][CH:5]=[CH:4][CH:3]=1. (3) Given the reactants Br[CH:2](Br)[C:3]1[CH:7]=[C:6]([C:8]([O:10]CC)=[O:9])[N:5]([C:13]2[CH:18]=[CH:17][C:16]([O:19][CH3:20])=[CH:15][CH:14]=2)[N:4]=1.[OH-:22].[Li+], predict the reaction product. The product is: [CH:2]([C:3]1[CH:7]=[C:6]([C:8]([OH:10])=[O:9])[N:5]([C:13]2[CH:18]=[CH:17][C:16]([O:19][CH3:20])=[CH:15][CH:14]=2)[N:4]=1)=[O:22]. (4) Given the reactants [CH2:1]([OH:8])[CH2:2][CH2:3][CH2:4][CH2:5][CH2:6][OH:7].[C:9](O)(=[O:13])[C:10]([CH3:12])=[CH2:11], predict the reaction product. The product is: [C:9]([O:7][CH2:6][CH2:5][CH2:4][CH2:3][CH2:2][CH2:1][OH:8])(=[O:13])[C:10]([CH3:12])=[CH2:11]. (5) Given the reactants C([O:3][C:4](=[O:23])[C:5]([O:15][C:16]1[CH:21]=[CH:20][C:19]([Cl:22])=[CH:18][CH:17]=1)([CH3:14])[CH2:6][C:7]1[CH:12]=[CH:11][C:10]([OH:13])=[CH:9][CH:8]=1)C.[CH3:24][C:25]1[O:29][C:28]([C:30]2[S:31][CH:32]=[CH:33][CH:34]=2)=[N:27][C:26]=1[CH2:35][CH2:36]OS(C1C=CC(C)=CC=1)(=O)=O, predict the reaction product. The product is: [Cl:22][C:19]1[CH:18]=[CH:17][C:16]([O:15][C:5]([CH3:14])([CH2:6][C:7]2[CH:8]=[CH:9][C:10]([O:13][CH2:36][CH2:35][C:26]3[N:27]=[C:28]([C:30]4[S:31][CH:32]=[CH:33][CH:34]=4)[O:29][C:25]=3[CH3:24])=[CH:11][CH:12]=2)[C:4]([OH:3])=[O:23])=[CH:21][CH:20]=1. (6) Given the reactants [F:1][C:2]1[CH:22]=[CH:21][C:5]2[N:6]=[C:7]([C:11]3[CH:16]=[CH:15][CH:14]=[CH:13][C:12]=3[O:17]C(=O)C)O[C:9](=[O:10])[C:4]=2[CH:3]=1.[F:23][C:24]1[CH:25]=[C:26]([CH2:30][CH2:31][NH2:32])[CH:27]=[CH:28][CH:29]=1, predict the reaction product. The product is: [F:1][C:2]1[CH:3]=[C:4]2[C:5](=[CH:21][CH:22]=1)[N:6]=[C:7]([C:11]1[CH:16]=[CH:15][CH:14]=[CH:13][C:12]=1[OH:17])[N:32]([CH2:31][CH2:30][C:26]1[CH:27]=[CH:28][CH:29]=[C:24]([F:23])[CH:25]=1)[C:9]2=[O:10]. (7) Given the reactants [C:1]1([C:7]#[C:8][C:9]2[CH:18]=[C:17]3[C:12]([C:13](=[O:24])[N:14]4[CH2:23][CH2:22][CH2:21][CH2:20][CH2:19][C:15]4=[N:16]3)=[CH:11][CH:10]=2)[CH:6]=[CH:5][CH:4]=[CH:3][CH:2]=1.[OH:25]S(O)(=O)=O, predict the reaction product. The product is: [C:1]1([CH2:7][C:8]([C:9]2[CH:18]=[C:17]3[C:12]([C:13](=[O:24])[N:14]4[CH2:23][CH2:22][CH2:21][CH2:20][CH2:19][C:15]4=[N:16]3)=[CH:11][CH:10]=2)=[O:25])[CH:6]=[CH:5][CH:4]=[CH:3][CH:2]=1. (8) Given the reactants [C:1]([C:3]1[CH:8]=[CH:7][C:6]([CH3:9])=[CH:5][C:4]=1[CH3:10])#[CH:2].[Cl:11][C:12]1[C:13]([C:19]#[N:20])=[N:14][CH:15]=[C:16](Cl)[CH:17]=1.C(N(CC)CC)C.CN(C=O)C, predict the reaction product. The product is: [Cl:11][C:12]1[C:13]([C:19]#[N:20])=[N:14][CH:15]=[C:16]([C:2]#[C:1][C:3]2[CH:8]=[CH:7][C:6]([CH3:9])=[CH:5][C:4]=2[CH3:10])[CH:17]=1.